This data is from Reaction yield outcomes from USPTO patents with 853,638 reactions. The task is: Predict the reaction yield, written as a fraction of the theoretical maximum amount of product (1.0 means a 100% yield; for example, 0.34 means a 34% yield). (1) The reactants are C(N(CC)CC)C.[CH2:8]([NH:11][C:12]1[CH:17]=[CH:16][C:15]([N+:18]([O-:20])=[O:19])=[CH:14][C:13]=1Br)[CH:9]=[CH2:10]. The catalyst is [Br-].C([N+](CCCC)(CCCC)CCCC)CCC.CN(C=O)C.C([O-])(=O)C.[Pd+2].C([O-])(=O)C. The product is [CH3:10][C:9]1[C:17]2[C:12](=[CH:13][CH:14]=[C:15]([N+:18]([O-:20])=[O:19])[CH:16]=2)[NH:11][CH:8]=1. The yield is 0.990. (2) The reactants are Br[C:2]1[CH:7]=[CH:6][C:5]([C:8]2[O:12][C:11]([CH:13]=[O:14])=[CH:10][CH:9]=2)=[CH:4][CH:3]=1.C([O-])([O-])=O.[Na+].[Na+].[CH:21]([C:23]1[CH:28]=[CH:27][C:26](B(O)O)=[CH:25][CH:24]=1)=[O:22]. The catalyst is C1(C)C=CC=CC=1.CO.[Pd].C1(P(C2C=CC=CC=2)C2C=CC=CC=2)C=CC=CC=1.C1(P(C2C=CC=CC=2)C2C=CC=CC=2)C=CC=CC=1.C1(P(C2C=CC=CC=2)C2C=CC=CC=2)C=CC=CC=1.C1(P(C2C=CC=CC=2)C2C=CC=CC=2)C=CC=CC=1. The product is [CH:21]([C:23]1[CH:28]=[CH:27][C:26]([C:2]2[CH:7]=[CH:6][C:5]([C:8]3[O:12][C:11]([CH:13]=[O:14])=[CH:10][CH:9]=3)=[CH:4][CH:3]=2)=[CH:25][CH:24]=1)=[O:22]. The yield is 0.850. (3) The reactants are Br[C:2]1[CH:7]=[CH:6][C:5]([C:8]2[N:9]([CH2:13][C@@H:14]3[CH2:18][CH2:17][N:16]([C:19]([CH:21]4[CH2:23][CH2:22]4)=[O:20])[CH2:15]3)[CH:10]=[CH:11][N:12]=2)=[CH:4][CH:3]=1.[C:24]1(B(O)O)[CH:29]=[CH:28][CH:27]=[CH:26][CH:25]=1. No catalyst specified. The product is [C:2]1([C:24]2[CH:29]=[CH:28][CH:27]=[CH:26][CH:25]=2)[CH:7]=[CH:6][C:5]([C:8]2[N:9]([CH2:13][C@@H:14]3[CH2:18][CH2:17][N:16]([C:19]([CH:21]4[CH2:23][CH2:22]4)=[O:20])[CH2:15]3)[CH:10]=[CH:11][N:12]=2)=[CH:4][CH:3]=1. The yield is 0.640. (4) The reactants are [N+:1]([CH2:4][CH3:5])([O-:3])=[O:2].[CH3:6][C:7](=[CH:9][CH2:10][CH2:11][CH:12]([CH2:14][CH:15]=[O:16])[CH3:13])[CH3:8]. The catalyst is ClCCl. The product is [CH3:13][CH:12]([CH2:11][CH2:10][CH:9]=[C:7]([CH3:8])[CH3:6])[CH2:14][CH:15]([OH:16])[CH:4]([N+:1]([O-:3])=[O:2])[CH3:5]. The yield is 0.950.